Dataset: Catalyst prediction with 721,799 reactions and 888 catalyst types from USPTO. Task: Predict which catalyst facilitates the given reaction. (1) Reactant: C(N(CC)CC)C.FC(F)(F)C(O)=O.[CH2:15]([O:17][CH2:18][C:19]1[N:20]([CH2:33][CH2:34][NH2:35])[C:21]2[C:26]([CH3:27])=[C:25]([CH3:28])[N:24]3[N:29]=[N:30][N:31]=[C:23]3[C:22]=2[N:32]=1)[CH3:16].[C:36]1([N:42]=[C:43]=[O:44])[CH:41]=[CH:40][CH:39]=[CH:38][CH:37]=1. Product: [CH2:15]([O:17][CH2:18][C:19]1[N:20]([CH2:33][CH2:34][NH:35][C:43]([NH:42][C:36]2[CH:41]=[CH:40][CH:39]=[CH:38][CH:37]=2)=[O:44])[C:21]2[C:26]([CH3:27])=[C:25]([CH3:28])[N:24]3[N:29]=[N:30][N:31]=[C:23]3[C:22]=2[N:32]=1)[CH3:16]. The catalyst class is: 4. (2) Reactant: [CH3:1][O:2][C@@H:3]([CH3:7])[C:4](O)=[O:5].O=C1N(P(Cl)(N2CCOC2=O)=O)CCO1.C(N(CC)CC)C.[Br:30][C:31]1[C:32]([F:41])=[C:33]2[C:39]([NH2:40])=[CH:38][NH:37][C:34]2=[N:35][CH:36]=1.[Li+].[OH-].C([O-])([O-])=O.[Na+].[Na+]. Product: [Br:30][C:31]1[C:32]([F:41])=[C:33]2[C:39]([NH:40][C:4](=[O:5])[C@@H:3]([O:2][CH3:1])[CH3:7])=[CH:38][NH:37][C:34]2=[N:35][CH:36]=1. The catalyst class is: 2. (3) Reactant: [S:1]([N:11]1[C:19]2[C:14](=[CH:15][CH:16]=[CH:17][CH:18]=2)[C:13]([CH2:20][N:21]2[CH2:26][CH2:25][CH2:24][C:23]3([CH2:31][CH2:30][NH:29][CH2:28][CH2:27]3)[C:22]2=[O:32])=[CH:12]1)([C:4]1[CH:10]=[CH:9][C:7]([CH3:8])=[CH:6][CH:5]=1)(=[O:3])=[O:2].Br[C:34]1[CH:35]=[N:36][C:37]2[C:42]([CH:43]=1)=[CH:41][CH:40]=[CH:39][CH:38]=2.C([O-])(C)(C)C.[Na+].C1(P(C2CCCCC2)C2C=CC=CC=2C2C=CC=CC=2N(C)C)CCCCC1. Product: [N:36]1[C:37]2[C:42](=[CH:41][CH:40]=[CH:39][CH:38]=2)[CH:43]=[C:34]([N:29]2[CH2:30][CH2:31][C:23]3([C:22](=[O:32])[N:21]([CH2:20][C:13]4[C:14]5[C:19](=[CH:18][CH:17]=[CH:16][CH:15]=5)[N:11]([S:1]([C:4]5[CH:10]=[CH:9][C:7]([CH3:8])=[CH:6][CH:5]=5)(=[O:2])=[O:3])[CH:12]=4)[CH2:26][CH2:25][CH2:24]3)[CH2:27][CH2:28]2)[CH:35]=1. The catalyst class is: 102. (4) Reactant: [CH3:1][O:2][C:3]1[CH:9]=[CH:8][C:6]([NH2:7])=[CH:5][C:4]=1[C:10]([F:13])([F:12])[F:11].N1C=CC=CC=1.Cl[C:21](OC1C=CC=CC=1)=[O:22].[Cl:30][C:31]1[CH:37]=[C:36]([O:38][C:39]2[C:40]3[N:47]([CH3:48])[CH:46]=[CH:45][C:41]=3[N:42]=[CH:43][N:44]=2)[CH:35]=[CH:34][C:32]=1[NH2:33]. Product: [Cl:30][C:31]1[CH:37]=[C:36]([O:38][C:39]2[C:40]3[N:47]([CH3:48])[CH:46]=[CH:45][C:41]=3[N:42]=[CH:43][N:44]=2)[CH:35]=[CH:34][C:32]=1[NH:33][C:21]([NH:7][C:6]1[CH:8]=[CH:9][C:3]([O:2][CH3:1])=[C:4]([C:10]([F:11])([F:12])[F:13])[CH:5]=1)=[O:22]. The catalyst class is: 60. (5) Reactant: [NH:1]1[CH2:6][CH2:5][CH2:4][CH2:3][CH2:2]1.CC1C=CC(S(O[CH2:18][C:19]2([OH:36])[C:23](=[O:24])[O:22][C@H:21]3[C:25]4[C@@:30]([CH3:33])([CH2:31][CH2:32][C:20]23[OH:35])[CH2:29][CH2:28][CH2:27][C:26]=4[CH3:34])(=O)=O)=CC=1.C(=O)(O)[O-].[Na+]. Product: [OH:36][C:19]1([CH2:18][N:1]2[CH2:6][CH2:5][CH2:4][CH2:3][CH2:2]2)[C:23](=[O:24])[O:22][C@H:21]2[C:25]3[C@@:30]([CH3:33])([CH2:31][CH2:32][C:20]12[OH:35])[CH2:29][CH2:28][CH2:27][C:26]=3[CH3:34]. The catalyst class is: 8. (6) Reactant: O[CH2:2][C@H:3]([NH:23][C:24](=[O:33])[O:25][CH2:26][C:27]1[CH:32]=[CH:31][CH:30]=[CH:29][CH:28]=1)[C@H:4]([C:6](=[O:22])[NH:7][C:8]1[CH:13]=[CH:12][C:11]([N:14]2[CH2:19][CH2:18][O:17][CH2:16][C:15]2=[O:20])=[C:10]([CH3:21])[CH:9]=1)[CH3:5].N(C(OC(C)(C)C)=O)=NC(OC(C)(C)C)=O.C(P(CCCC)CCCC)CCC. Product: [CH3:5][C@H:4]1[C:6](=[O:22])[N:7]([C:8]2[CH:13]=[CH:12][C:11]([N:14]3[CH2:19][CH2:18][O:17][CH2:16][C:15]3=[O:20])=[C:10]([CH3:21])[CH:9]=2)[CH2:2][C@@H:3]1[NH:23][C:24](=[O:33])[O:25][CH2:26][C:27]1[CH:32]=[CH:31][CH:30]=[CH:29][CH:28]=1. The catalyst class is: 1. (7) Reactant: [CH2:1]1[C:9]2[C:4](=[CH:5][C:6]([CH2:10][OH:11])=[CH:7][CH:8]=2)[CH2:3][O:2]1.CC(OI1(OC(C)=O)(OC(C)=O)OC(=O)C2C1=CC=CC=2)=O. Product: [CH2:1]1[C:9]2[C:4](=[CH:5][C:6]([CH:10]=[O:11])=[CH:7][CH:8]=2)[CH2:3][O:2]1. The catalyst class is: 158.